Dataset: Forward reaction prediction with 1.9M reactions from USPTO patents (1976-2016). Task: Predict the product of the given reaction. (1) Given the reactants [F:1][C:2]1[CH:7]=[CH:6][C:5]([NH:8][C:9]2[CH:18]=[C:17]([NH:19][CH:20]([CH3:22])[CH3:21])[C:12]([C:13]([NH:15][NH2:16])=[O:14])=[CH:11][N:10]=2)=[CH:4][CH:3]=1.[CH3:23][C:24]1C=CC(S(O)(=O)=O)=CC=1, predict the reaction product. The product is: [F:1][C:2]1[CH:3]=[CH:4][C:5]([NH:8][C:9]2[CH:18]=[C:17]([NH:19][CH:20]([CH3:22])[CH3:21])[C:12]([C:13]3[O:14][C:23]([CH3:24])=[N:16][N:15]=3)=[CH:11][N:10]=2)=[CH:6][CH:7]=1. (2) Given the reactants [OH-:1].[Na+].[CH:3](=[C:8]1[CH2:12][CH2:11][CH2:10][C:9]1=[O:13])[CH2:4][CH2:5][CH2:6][CH3:7], predict the reaction product. The product is: [OH:1][CH:3]([CH:8]1[CH2:12][CH2:11][CH2:10][C:9]1=[O:13])[CH2:4][CH2:5][CH2:6][CH3:7]. (3) Given the reactants [F:1][C:2]([F:15])([F:14])[C:3]1[CH:8]=[CH:7][C:6]([CH2:9][CH2:10][C:11]([OH:13])=O)=[CH:5][CH:4]=1.C(N1C=CN=C1)(N1C=CN=C1)=O.[N+:28]([CH3:31])([O-:30])=[O:29].[H-].[Na+].[N-]1C=CN=C1.Cl, predict the reaction product. The product is: [N+:28]([CH2:31][C:11](=[O:13])[CH2:10][CH2:9][C:6]1[CH:5]=[CH:4][C:3]([C:2]([F:1])([F:15])[F:14])=[CH:8][CH:7]=1)([O-:30])=[O:29]. (4) Given the reactants C([O:5][C:6](=[O:17])[CH2:7][CH:8]([NH2:16])[CH2:9][C:10]([CH3:15])([CH3:14])[CH2:11][CH2:12][CH3:13])(C)(C)C.[ClH:18], predict the reaction product. The product is: [ClH:18].[NH2:16][C@@H:8]([CH2:9][C:10]([CH3:14])([CH3:15])[CH2:11][CH2:12][CH3:13])[CH2:7][C:6]([OH:17])=[O:5]. (5) Given the reactants C[C:2]1[C:7]([C:8]([OH:10])=[O:9])=[CH:6][N:5]=[C:4](Cl)[N:3]=1.[CH2:12]([O:15][C:16]1[CH:21]=[CH:20][C:19](B(O)O)=[C:18]([C:25]([F:28])([F:27])[F:26])[CH:17]=1)[CH2:13][CH3:14].[O-]P([O-])([O-])=O.[K+].[K+].[K+].O1CCOC[CH2:38]1.O, predict the reaction product. The product is: [CH2:12]([O:15][C:16]1[CH:21]=[CH:20][C:19]([C:4]2[N:5]=[CH:6][C:7]([C:8]([O:10][CH3:38])=[O:9])=[CH:2][N:3]=2)=[C:18]([C:25]([F:28])([F:27])[F:26])[CH:17]=1)[CH2:13][CH3:14]. (6) Given the reactants Br[CH2:2][CH2:3][O:4][CH2:5][CH2:6]Br.[CH2:8]([NH:15][S:16]([CH2:19][C@:20]12[C:26]([CH3:28])([CH3:27])[C@H:23]([CH2:24][CH2:25]1)[CH2:22][C@H:21]2[NH2:29])(=[O:18])=[O:17])[C:9]1[CH:14]=[CH:13][CH:12]=[CH:11][CH:10]=1.C(N(CC)C(C)C)(C)C, predict the reaction product. The product is: [CH2:8]([NH:15][S:16]([CH2:19][C@:20]12[C:26]([CH3:27])([CH3:28])[C@H:23]([CH2:24][CH2:25]1)[CH2:22][C@H:21]2[N:29]1[CH2:6][CH2:5][O:4][CH2:3][CH2:2]1)(=[O:18])=[O:17])[C:9]1[CH:14]=[CH:13][CH:12]=[CH:11][CH:10]=1. (7) Given the reactants I[C:2]1[CH:3]=[C:4]2[C:8](=[CH:9][CH:10]=1)[CH2:7][CH:6]([NH:11][S:12]([CH:15]([CH3:17])[CH3:16])(=[O:14])=[O:13])[CH2:5]2.[F:18][C:19]1[N:24]=[CH:23][C:22](B(O)O)=[CH:21][CH:20]=1, predict the reaction product. The product is: [F:18][C:19]1[N:24]=[CH:23][C:22]([C:2]2[CH:3]=[C:4]3[C:8](=[CH:9][CH:10]=2)[CH2:7][CH:6]([NH:11][S:12]([CH:15]([CH3:17])[CH3:16])(=[O:14])=[O:13])[CH2:5]3)=[CH:21][CH:20]=1. (8) The product is: [C:1]([O:5][C:6](=[O:28])[NH:7][CH2:8][CH2:9][CH:10]([N:12]1[CH2:13][CH2:14][CH:15]([N:18]([CH2:19][C:20]2[CH:25]=[CH:24][CH:23]=[C:22]([C:26]#[N:27])[N:21]=2)[C:32]([NH:31][CH2:29][CH3:30])=[O:33])[CH2:16][CH2:17]1)[CH3:11])([CH3:2])([CH3:3])[CH3:4]. Given the reactants [C:1]([O:5][C:6](=[O:28])[NH:7][CH2:8][CH2:9][CH:10]([N:12]1[CH2:17][CH2:16][CH:15]([NH:18][CH2:19][C:20]2[CH:25]=[CH:24][CH:23]=[C:22]([C:26]#[N:27])[N:21]=2)[CH2:14][CH2:13]1)[CH3:11])([CH3:4])([CH3:3])[CH3:2].[CH2:29]([N:31]=[C:32]=[O:33])[CH3:30], predict the reaction product. (9) Given the reactants C1C2C(=CC=C([C:11]3[C:12]4[C:17]([C:18](Br)=[C:19]5[C:24]=3[CH:23]=[CH:22][CH:21]=[CH:20]5)=[CH:16][CH:15]=[CH:14][CH:13]=4)C=2)C=CC=1C1C=CC2C(=CC=CC=2)C=1.C1(C2C=CC=CC=2)C(B(O)O)=CC=CC=1.P([O-])([O-])([O-])=O.[K+].[K+].[K+].C1(C)C=CC=CC=1, predict the reaction product. The product is: [CH:13]1[C:12]2[C:17](=[CH:18][C:19]3[C:24]([CH:11]=2)=[CH:23][CH:22]=[CH:21][CH:20]=3)[CH:16]=[CH:15][CH:14]=1. (10) Given the reactants [CH3:1][C:2]1[CH:3]=[C:4]([CH:29]([OH:32])CO)[C:5]([CH2:21][O:22][CH:23]2[CH2:28][CH2:27][CH2:26][CH2:25][O:24]2)=[C:6]2[C:10]=1[N:9]([S:11]([C:14]1[CH:20]=[CH:19][C:17]([CH3:18])=[CH:16][CH:15]=1)(=[O:13])=[O:12])[CH:8]=[CH:7]2.O, predict the reaction product. The product is: [CH3:1][C:2]1[CH:3]=[C:4]([CH:29]=[O:32])[C:5]([CH2:21][O:22][CH:23]2[CH2:28][CH2:27][CH2:26][CH2:25][O:24]2)=[C:6]2[C:10]=1[N:9]([S:11]([C:14]1[CH:15]=[CH:16][C:17]([CH3:18])=[CH:19][CH:20]=1)(=[O:13])=[O:12])[CH:8]=[CH:7]2.